Dataset: Reaction yield outcomes from USPTO patents with 853,638 reactions. Task: Predict the reaction yield, written as a fraction of the theoretical maximum amount of product (1.0 means a 100% yield; for example, 0.34 means a 34% yield). (1) The reactants are [C:1]([C:4]1[CH:9]=[CH:8][C:7]([S:10]([N:13]([CH3:15])[CH3:14])(=[O:12])=[O:11])=[CH:6][CH:5]=1)(=[O:3])[CH3:2].[CH3:16][O:17][C:18]1[CH:25]=[C:24]([O:26][CH3:27])[C:23]([C:28]2[N:29]([CH3:37])[C:30]3[C:35]([CH:36]=2)=[CH:34][CH:33]=[CH:32][CH:31]=3)=[CH:22][C:19]=1[CH:20]=O. No catalyst specified. The product is [CH3:16][O:17][C:18]1[CH:25]=[C:24]([O:26][CH3:27])[C:23]([C:28]2[N:29]([CH3:37])[C:30]3[C:35]([CH:36]=2)=[CH:34][CH:33]=[CH:32][CH:31]=3)=[CH:22][C:19]=1/[CH:20]=[CH:2]/[C:1]([C:4]1[CH:5]=[CH:6][C:7]([S:10]([N:13]([CH3:14])[CH3:15])(=[O:12])=[O:11])=[CH:8][CH:9]=1)=[O:3]. The yield is 0.640. (2) The reactants are [C:1]1([C@H:7]([CH3:10])[CH2:8][NH2:9])[CH:6]=[CH:5][CH:4]=[CH:3][CH:2]=1.C(O)(=O)C.[Cl:15][C:16]1[C:23]([C:24]([F:27])([F:26])[F:25])=[CH:22][CH:21]=[CH:20][C:17]=1[CH:18]=O.C(O[BH-](OC(=O)C)OC(=O)C)(=O)C.[Na+]. The catalyst is ClCCl.O. The product is [Cl:15][C:16]1[C:23]([C:24]([F:25])([F:26])[F:27])=[CH:22][CH:21]=[CH:20][C:17]=1[CH2:18][NH:9][CH2:8][C@H:7]([C:1]1[CH:6]=[CH:5][CH:4]=[CH:3][CH:2]=1)[CH3:10]. The yield is 0.450.